This data is from Catalyst prediction with 721,799 reactions and 888 catalyst types from USPTO. The task is: Predict which catalyst facilitates the given reaction. (1) Reactant: [CH2:1]([CH:3]1[NH:12][C:11]2[C:6](=[CH:7][C:8]([C:13]([F:16])([F:15])[F:14])=[CH:9][CH:10]=2)[N:5]([CH:17]([C:28]2[N:29]=[N:30][N:31]([CH3:33])[N:32]=2)[C:18]2[CH:23]=[CH:22][CH:21]=[C:20]([C:24]([F:27])([F:26])[F:25])[CH:19]=2)[CH2:4]1)[CH3:2].N1C=CC=CC=1.Cl[C:41]([O:43][CH2:44][CH3:45])=[O:42]. Product: [CH2:1]([CH:3]1[CH2:4][N:5]([CH:17]([C:28]2[N:29]=[N:30][N:31]([CH3:33])[N:32]=2)[C:18]2[CH:23]=[CH:22][CH:21]=[C:20]([C:24]([F:25])([F:26])[F:27])[CH:19]=2)[C:6]2[C:11](=[CH:10][CH:9]=[C:8]([C:13]([F:15])([F:16])[F:14])[CH:7]=2)[N:12]1[C:41]([O:43][CH2:44][CH3:45])=[O:42])[CH3:2]. The catalyst class is: 2. (2) Reactant: [OH-].[K+].C(O)(C)C.Cl[CH2:8][C:9]([N:11]([CH2:15][CH:16]([OH:25])[C:17]1[CH:22]=[CH:21][CH:20]=[C:19]([O:23][CH3:24])[CH:18]=1)[CH2:12][CH2:13][CH3:14])=[O:10]. Product: [CH3:24][O:23][C:19]1[CH:18]=[C:17]([CH:16]2[CH2:15][N:11]([CH2:12][CH2:13][CH3:14])[C:9](=[O:10])[CH2:8][O:25]2)[CH:22]=[CH:21][CH:20]=1. The catalyst class is: 6.